Dataset: NCI-60 drug combinations with 297,098 pairs across 59 cell lines. Task: Regression. Given two drug SMILES strings and cell line genomic features, predict the synergy score measuring deviation from expected non-interaction effect. (1) Drug 1: CS(=O)(=O)C1=CC(=C(C=C1)C(=O)NC2=CC(=C(C=C2)Cl)C3=CC=CC=N3)Cl. Drug 2: CN(C)C1=NC(=NC(=N1)N(C)C)N(C)C. Cell line: RPMI-8226. Synergy scores: CSS=-5.15, Synergy_ZIP=7.57, Synergy_Bliss=10.9, Synergy_Loewe=-4.47, Synergy_HSA=-0.0743. (2) Drug 1: CCC1=CC2CC(C3=C(CN(C2)C1)C4=CC=CC=C4N3)(C5=C(C=C6C(=C5)C78CCN9C7C(C=CC9)(C(C(C8N6C)(C(=O)OC)O)OC(=O)C)CC)OC)C(=O)OC.C(C(C(=O)O)O)(C(=O)O)O. Drug 2: CC1=C(C=C(C=C1)NC(=O)C2=CC=C(C=C2)CN3CCN(CC3)C)NC4=NC=CC(=N4)C5=CN=CC=C5. Cell line: SNB-19. Synergy scores: CSS=27.4, Synergy_ZIP=7.74, Synergy_Bliss=10.5, Synergy_Loewe=-23.3, Synergy_HSA=8.57.